Dataset: Catalyst prediction with 721,799 reactions and 888 catalyst types from USPTO. Task: Predict which catalyst facilitates the given reaction. (1) Reactant: [OH:1][CH:2]1[CH2:7][CH2:6][N:5]([C:8]([O:10][C:11]([CH3:14])([CH3:13])[CH3:12])=[O:9])[CH2:4][CH2:3]1.N(C(OC(C)(C)C)=O)=NC(OC(C)(C)C)=O.[Br:31][C:32]1[CH:37]=[CH:36][C:35]([F:38])=[CH:34][C:33]=1O.C1(P(C2C=CC=CC=2)C2C=CC=CC=2)C=CC=CC=1. Product: [Br:31][C:32]1[CH:37]=[CH:36][C:35]([F:38])=[CH:34][C:33]=1[O:1][CH:2]1[CH2:3][CH2:4][N:5]([C:8]([O:10][C:11]([CH3:14])([CH3:13])[CH3:12])=[O:9])[CH2:6][CH2:7]1. The catalyst class is: 266. (2) Reactant: [CH3:1][C:2]1[C:3]([NH2:8])=[N:4][CH:5]=[CH:6][CH:7]=1.[N+:9]([O-])([OH:11])=[O:10].N. Product: [CH3:1][C:2]1[C:3]([NH2:8])=[N:4][CH:5]=[C:6]([N+:9]([O-:11])=[O:10])[CH:7]=1. The catalyst class is: 65. (3) Reactant: [O:1]=P12OP3(OP(OP(O3)(O1)=O)(=O)O2)=O.[Br:15][C:16]1[CH:25]=[C:24]2[C:19]([CH2:20][CH2:21][CH2:22][C:23]2=[N:26]O)=[CH:18][CH:17]=1.BrBr. Product: [Br:15][C:16]1[CH:25]=[CH:24][C:19]2[CH2:20][CH2:21][CH2:22][C:23](=[O:1])[NH:26][C:18]=2[CH:17]=1. The catalyst class is: 501. (4) Reactant: [F:1][C:2]1[CH:3]=[C:4]([CH2:14][O:15][C:16]2[CH:21]=[CH:20][C:19]([CH2:22][CH2:23][C:24]([OH:26])=[O:25])=[C:18]([CH3:27])[C:17]=2[CH3:28])[C:5]2[O:9][C:8]([CH2:10][CH2:11][OH:12])=[CH:7][C:6]=2[CH:13]=1.C(N([CH2:34][CH3:35])CC)C.[CH3:36][S:37](Cl)(=[O:39])=[O:38]. Product: [F:1][C:2]1[CH:3]=[C:4]([CH2:14][O:15][C:16]2[CH:21]=[CH:20][C:19]([CH2:22][CH2:23][C:24]([O:26][CH2:34][CH3:35])=[O:25])=[C:18]([CH3:27])[C:17]=2[CH3:28])[C:5]2[O:9][C:8]([CH2:10][CH2:11][O:12][S:37]([CH3:36])(=[O:39])=[O:38])=[CH:7][C:6]=2[CH:13]=1. The catalyst class is: 4. (5) Reactant: [Br:1]N1C(=O)CCC1=O.[O:9]1[C:17]2[CH:16]=[CH:15][N:14]=[C:13]([O:18][C:19]3[CH:24]=[CH:23][C:22]([C:25]4[N:30]=[C:29]([NH2:31])[CH:28]=[N:27][C:26]=4[CH3:32])=[C:21]([CH3:33])[CH:20]=3)[C:12]=2[CH:11]=[CH:10]1. Product: [Br:1][C:28]1[C:29]([NH2:31])=[N:30][C:25]([C:22]2[CH:23]=[CH:24][C:19]([O:18][C:13]3[C:12]4[CH:11]=[CH:10][O:9][C:17]=4[CH:16]=[CH:15][N:14]=3)=[CH:20][C:21]=2[CH3:33])=[C:26]([CH3:32])[N:27]=1. The catalyst class is: 42.